From a dataset of Catalyst prediction with 721,799 reactions and 888 catalyst types from USPTO. Predict which catalyst facilitates the given reaction. Reactant: [Cl:1][C:2]1[CH:7]=[C:6]([O:8][CH3:9])[CH:5]=[CH:4][C:3]=1[F:10].C([Li])CCC.[CH:16](OC)=[O:17]. Product: [Cl:1][C:2]1[C:3]([F:10])=[CH:4][CH:5]=[C:6]([O:8][CH3:9])[C:7]=1[CH:16]=[O:17]. The catalyst class is: 310.